This data is from Catalyst prediction with 721,799 reactions and 888 catalyst types from USPTO. The task is: Predict which catalyst facilitates the given reaction. (1) Reactant: O[C@@H:2]([CH3:18])[C@@H:3]([NH:7][C:8]([O:10][C:11]1([CH3:17])[CH2:16][CH2:15][O:14][CH2:13][CH2:12]1)=[O:9])[C:4]([OH:6])=[O:5].C1CN([P+](ON2N=NC3C=CC=CC2=3)(N2CCCC2)N2CCCC2)CC1.F[P-](F)(F)(F)(F)F.CCN(CC)CC. Product: [CH3:17][C:11]1([O:10][C:8](=[O:9])[NH:7][C@H:3]2[C:4](=[O:6])[O:5][C@H:2]2[CH3:18])[CH2:16][CH2:15][O:14][CH2:13][CH2:12]1. The catalyst class is: 2. (2) Reactant: C(O)(C(F)(F)F)=O.[NH2:8][C:9]1[C:14]2[C:15]([C:18]3[CH:19]=[C:20]4[C:24](=[CH:25][CH:26]=3)[N:23]([C:27](=[O:35])[CH2:28][C:29]3[CH:34]=[CH:33][CH:32]=[CH:31][CH:30]=3)[CH2:22][CH2:21]4)=[CH:16][S:17][C:13]=2[C:12]([CH:36]2[CH2:41][CH2:40][N:39](C(OC(C)(C)C)=O)[CH2:38][CH2:37]2)=[CH:11][N:10]=1. Product: [C:29]1([CH2:28][C:27]([N:23]2[C:24]3[C:20](=[CH:19][C:18]([C:15]4[C:14]5[C:9]([NH2:8])=[N:10][CH:11]=[C:12]([CH:36]6[CH2:41][CH2:40][NH:39][CH2:38][CH2:37]6)[C:13]=5[S:17][CH:16]=4)=[CH:26][CH:25]=3)[CH2:21][CH2:22]2)=[O:35])[CH:34]=[CH:33][CH:32]=[CH:31][CH:30]=1. The catalyst class is: 4. (3) Reactant: Br[CH2:2][C:3]([NH:5][CH2:6][C:7]1[CH:8]=[C:9]([C:13]2[CH:18]=[CH:17][C:16]([C:19]([F:22])([F:21])[F:20])=[CH:15][CH:14]=2)[CH:10]=[CH:11][CH:12]=1)=[O:4].[O:23]1[CH2:26][CH:25]([NH2:27])[CH2:24]1.C1COCC1. Product: [O:23]1[CH2:26][CH:25]([NH:27][CH2:2][C:3]([NH:5][CH2:6][C:7]2[CH:8]=[C:9]([C:13]3[CH:18]=[CH:17][C:16]([C:19]([F:22])([F:21])[F:20])=[CH:15][CH:14]=3)[CH:10]=[CH:11][CH:12]=2)=[O:4])[CH2:24]1. The catalyst class is: 28. (4) Reactant: [CH3:1][O:2][C:3]1[CH:4]=[C:5]2[C:10](=[C:11]([O:13][CH3:14])[CH:12]=1)[CH:9]=[N:8][CH:7]([CH3:15])[CH2:6]2.C(O[CH:19]=[C:20]([C:26](=[O:28])[CH3:27])[C:21]([O:23][CH2:24][CH3:25])=[O:22])C. Product: [CH3:1][O:2][C:3]1[CH:12]=[C:11]([O:13][CH3:14])[C:10]2[CH:9]3[N:8]([CH:7]([CH3:15])[CH2:6][C:5]=2[CH:4]=1)[CH:19]=[C:20]([C:21]([O:23][CH2:24][CH3:25])=[O:22])[C:26](=[O:28])[CH2:27]3. The catalyst class is: 14. (5) Reactant: [C:1]([O:5][C:6]([NH:8][C:9]1[CH:10]=[C:11]([CH:14]=[CH:15][CH:16]=1)[C:12]#[N:13])=[O:7])([CH3:4])([CH3:3])[CH3:2].Cl.[NH2:18][OH:19].CCO.C(=O)([O-])[O-].[K+].[K+]. Product: [C:1]([O:5][C:6](=[O:7])[NH:8][C:9]1[CH:16]=[CH:15][CH:14]=[C:11]([C:12](=[NH:13])[NH:18][OH:19])[CH:10]=1)([CH3:4])([CH3:2])[CH3:3]. The catalyst class is: 6. (6) Reactant: [OH:1][C:2]1[CH:11]=[CH:10][C:9]2[C:8]([CH3:13])([CH3:12])[CH2:7][CH2:6][C:5]([CH3:15])([CH3:14])[C:4]=2[CH:3]=1.ClCCl.[Cl-].[Al+3].[Cl-].[Cl-].[C:23](Cl)(=[O:30])[C:24]1[CH:29]=[CH:28][CH:27]=[CH:26][CH:25]=1. The catalyst class is: 6. Product: [C:24]1([C:23]([C:11]2[C:2]([OH:1])=[CH:3][C:4]3[C:5]([CH3:15])([CH3:14])[CH2:6][CH2:7][C:8]([CH3:13])([CH3:12])[C:9]=3[CH:10]=2)=[O:30])[CH:29]=[CH:28][CH:27]=[CH:26][CH:25]=1. (7) Reactant: CCN(C(C)C)C(C)C.C1C=CC2N(O)N=NC=2C=1.CCN=C=NCCCN(C)C.[N:31]1[CH:36]=[CH:35][CH:34]=[C:33]([N:37]2[CH:41]=[C:40]([C:42]([NH:44][CH2:45][C:46]([OH:48])=O)=[O:43])[N:39]=[N:38]2)[CH:32]=1.NC1C=NC=CC=1.Cl.[F:57][C:58]1[CH:59]=[C:60]([CH:66]=[C:67]([C:69]([F:72])([F:71])[F:70])[CH:68]=1)[O:61][CH:62]1[CH2:65][NH:64][CH2:63]1.Cl.FC(F)(F)C1C=C(C=CC=1)OC1CNC1. Product: [F:57][C:58]1[CH:59]=[C:60]([CH:66]=[C:67]([C:69]([F:71])([F:70])[F:72])[CH:68]=1)[O:61][CH:62]1[CH2:65][N:64]([C:46](=[O:48])[CH2:45][NH:44][C:42]([C:40]2[N:39]=[N:38][N:37]([C:33]3[CH:32]=[N:31][CH:36]=[CH:35][CH:34]=3)[CH:41]=2)=[O:43])[CH2:63]1. The catalyst class is: 3. (8) Reactant: [CH3:1][N:2]([C:30]1[CH:35]=[CH:34][CH:33]=[CH:32][CH:31]=1)[C:3]([C:5]1[C:10]([N:11]([S:15]([C:18]2[CH:23]=[CH:22][C:21]([Cl:24])=[C:20]([C:25]([F:28])([F:27])[F:26])[CH:19]=2)(=[O:17])=[O:16])COC)=[CH:9][C:8]([Cl:29])=[CH:7][N:6]=1)=[O:4].Cl. Product: [CH3:1][N:2]([C:30]1[CH:35]=[CH:34][CH:33]=[CH:32][CH:31]=1)[C:3]([C:5]1[C:10]([NH:11][S:15]([C:18]2[CH:23]=[CH:22][C:21]([Cl:24])=[C:20]([C:25]([F:28])([F:27])[F:26])[CH:19]=2)(=[O:17])=[O:16])=[CH:9][C:8]([Cl:29])=[CH:7][N:6]=1)=[O:4]. The catalyst class is: 127. (9) Reactant: Br[C:2]1[CH:26]=[C:25]([C:27]2[N:28]=[CH:29][O:30][CH:31]=2)[C:24]([O:32][CH3:33])=[CH:23][C:3]=1[N:4]([CH2:14][C:15]1[CH:20]=[CH:19][C:18]([O:21][CH3:22])=[CH:17][CH:16]=1)[CH2:5][C:6]1[CH:11]=[CH:10][C:9]([O:12][CH3:13])=[CH:8][CH:7]=1.C(=O)([O-])[O-].[Cs+].[Cs+].O1CCO[CH2:42][CH2:41]1. Product: [CH3:33][O:32][C:24]1[C:25]([C:27]2[N:28]=[CH:29][O:30][CH:31]=2)=[CH:26][C:2]([CH:41]=[CH2:42])=[C:3]([CH:23]=1)[N:4]([CH2:14][C:15]1[CH:20]=[CH:19][C:18]([O:21][CH3:22])=[CH:17][CH:16]=1)[CH2:5][C:6]1[CH:11]=[CH:10][C:9]([O:12][CH3:13])=[CH:8][CH:7]=1. The catalyst class is: 257. (10) Reactant: [Cl:1][C:2]1[CH:3]=[C:4]([C:14]2[NH:23][C:22](=[O:24])[C:21]3[C:16](=[CH:17][C:18]([O:27][CH3:28])=[CH:19][C:20]=3[O:25][CH3:26])[N:15]=2)[CH:5]=[C:6]([N:8]2[CH2:13][CH2:12][NH:11][CH2:10][CH2:9]2)[CH:7]=1.[CH3:29][C:30]([CH3:32])=O.C([O-])(=O)C.[Na+].C(O)(=O)C.C(O[BH-](OC(=O)C)OC(=O)C)(=O)C.[Na+]. Product: [Cl:1][C:2]1[CH:3]=[C:4]([C:14]2[NH:23][C:22](=[O:24])[C:21]3[C:16](=[CH:17][C:18]([O:27][CH3:28])=[CH:19][C:20]=3[O:25][CH3:26])[N:15]=2)[CH:5]=[C:6]([N:8]2[CH2:13][CH2:12][N:11]([CH:30]([CH3:32])[CH3:29])[CH2:10][CH2:9]2)[CH:7]=1. The catalyst class is: 525.